This data is from Reaction yield outcomes from USPTO patents with 853,638 reactions. The task is: Predict the reaction yield, written as a fraction of the theoretical maximum amount of product (1.0 means a 100% yield; for example, 0.34 means a 34% yield). (1) The reactants are Br[C:2]1[C:7]([NH2:8])=[C:6]([CH3:9])[CH:5]=[C:4]([CH3:10])[N:3]=1.[C:11]([C:13]1[CH:18]=[CH:17][CH:16]=[C:15]([F:19])[CH:14]=1)#[CH:12]. The catalyst is C(N(CC)CC)C.Cl[Pd](Cl)([P](C1C=CC=CC=1)(C1C=CC=CC=1)C1C=CC=CC=1)[P](C1C=CC=CC=1)(C1C=CC=CC=1)C1C=CC=CC=1. The product is [F:19][C:15]1[CH:14]=[C:13]([C:11]#[C:12][C:2]2[C:7]([NH2:8])=[C:6]([CH3:9])[CH:5]=[C:4]([CH3:10])[N:3]=2)[CH:18]=[CH:17][CH:16]=1. The yield is 0.720. (2) The reactants are [CH:1]([NH:4][CH2:5][C@@H:6]1[C@H:10]2[O:11][C:12]([CH3:15])([CH3:14])[O:13][C@H:9]2[C@H:8]([N:16]2[CH:24]=[N:23][C:22]3[C:17]2=[N:18][CH:19]=[N:20][C:21]=3[NH2:25])[O:7]1)([CH3:3])[CH3:2].O=[CH:27][CH2:28][CH2:29][CH2:30][C:31]([O:33][CH2:34][C:35]1[CH:40]=[CH:39][CH:38]=[CH:37][CH:36]=1)=[O:32].[BH-](OC(C)=O)(OC(C)=O)OC(C)=O.[Na+]. The catalyst is ClCCCl.CO. The product is [NH2:25][C:21]1[N:20]=[CH:19][N:18]=[C:17]2[C:22]=1[N:23]=[CH:24][N:16]2[C@H:8]1[C@@H:9]2[O:13][C:12]([CH3:15])([CH3:14])[O:11][C@@H:10]2[C@@H:6]([CH2:5][N:4]([CH:1]([CH3:3])[CH3:2])[CH2:27][CH2:28][CH2:29][CH2:30][C:31]([O:33][CH2:34][C:35]2[CH:40]=[CH:39][CH:38]=[CH:37][CH:36]=2)=[O:32])[O:7]1. The yield is 0.640. (3) The reactants are C(OC(=O)[NH:7][C:8]1[CH:13]=[C:12]([O:14][CH3:15])[C:11]([CH2:16][N:17]2[CH2:22][CH2:21][O:20][CH2:19][CH2:18]2)=[C:10]([O:23][CH3:24])[C:9]=1[C:25](=[O:27])[NH2:26])(C)(C)C. The catalyst is CC(O)=O.Cl. The product is [NH2:7][C:8]1[C:9]([C:25]([NH2:26])=[O:27])=[C:10]([O:23][CH3:24])[C:11]([CH2:16][N:17]2[CH2:22][CH2:21][O:20][CH2:19][CH2:18]2)=[C:12]([O:14][CH3:15])[CH:13]=1. The yield is 0.890. (4) The reactants are [Cl:1][C:2]1[CH:7]=[C:6]([NH:8][C:9]2[C:18]3[C:13](=[CH:14][CH:15]=[CH:16][C:17]=3[O:19][CH2:20][CH:21]3[CH2:26][CH2:25][N:24]([C:27](=[O:30])[CH2:28][OH:29])[CH2:23][CH2:22]3)[N:12]=[CH:11][N:10]=2)[CH:5]=[CH:4][C:3]=1[OH:31].Cl.Cl[CH2:34][C:35]1[N:36]=[CH:37][S:38][CH:39]=1. No catalyst specified. The product is [Cl:1][C:2]1[CH:7]=[C:6]([NH:8][C:9]2[C:18]3[C:13](=[CH:14][CH:15]=[CH:16][C:17]=3[O:19][CH2:20][CH:21]3[CH2:26][CH2:25][N:24]([C:27](=[O:30])[CH2:28][OH:29])[CH2:23][CH2:22]3)[N:12]=[CH:11][N:10]=2)[CH:5]=[CH:4][C:3]=1[O:31][CH2:34][C:35]1[N:36]=[CH:37][S:38][CH:39]=1. The yield is 0.260. (5) The reactants are C([O:14][C:15]1[C:16]2[C:35](=[O:36])[N:34]([CH2:37][C:38]3[CH:43]=[CH:42][C:41]([F:44])=[CH:40][CH:39]=3)[CH2:33][C:17]=2[C:18]([O:25][S:26]([C:29]([F:32])([F:31])[F:30])(=[O:28])=[O:27])=[C:19]2[C:24]=1[N:23]=[CH:22][CH:21]=[CH:20]2)(C1C=CC=CC=1)C1C=CC=CC=1.FC(F)(F)C(O)=O.C([SiH](CC)CC)C. The catalyst is ClCCl. The product is [F:44][C:41]1[CH:40]=[CH:39][C:38]([CH2:37][N:34]2[C:35](=[O:36])[C:16]3[C:15]([OH:14])=[C:24]4[C:19]([CH:20]=[CH:21][CH:22]=[N:23]4)=[C:18]([O:25][S:26]([C:29]([F:30])([F:31])[F:32])(=[O:28])=[O:27])[C:17]=3[CH2:33]2)=[CH:43][CH:42]=1. The yield is 0.670.